From a dataset of Forward reaction prediction with 1.9M reactions from USPTO patents (1976-2016). Predict the product of the given reaction. (1) Given the reactants [NH:1]1[CH:5]=[CH:4][C:3](B(O)O)=[N:2]1.COCCOC.I[C:16]1[CH:17]=[CH:18][C:19]2[O:24][CH2:23][CH2:22][CH2:21][C:20]=2[CH:25]=1.C(=O)([O-])[O-].[K+].[K+], predict the reaction product. The product is: [O:24]1[C:19]2[CH:18]=[CH:17][C:16]([C:3]3[CH:4]=[CH:5][NH:1][N:2]=3)=[CH:25][C:20]=2[CH2:21][CH2:22][CH2:23]1. (2) Given the reactants I[C:2]1[CH:7]=[C:6]([C:8]([F:11])([F:10])[F:9])[CH:5]=[C:4]([C:12]([F:15])([F:14])[F:13])[CH:3]=1.[PH2:16]([O-:18])=[O:17].[NH3+][C:20]1C=CC=C[CH:21]=1.NCCC[Si](OCC)(OCC)OCC.C1(P(C2C=CC=CC=2)CCCP(C2C=CC=CC=2)C2C=CC=CC=2)C=CC=CC=1, predict the reaction product. The product is: [F:13][C:12]([F:15])([F:14])[C:4]1[CH:3]=[C:2]([PH:16](=[O:18])[O:17][CH2:20][CH3:21])[CH:7]=[C:6]([C:8]([F:11])([F:10])[F:9])[CH:5]=1.